Dataset: Catalyst prediction with 721,799 reactions and 888 catalyst types from USPTO. Task: Predict which catalyst facilitates the given reaction. (1) Reactant: [Br:1][C:2]1[CH:3]=[C:4]([C:11]([C:14]2[CH:15]=[C:16]([CH:21]=[CH:22][CH:23]=2)[C:17](OC)=[O:18])([CH3:13])[CH3:12])[CH:5]=[C:6]([N+:8]([O-:10])=[O:9])[CH:7]=1.[H-].[H-].[H-].[H-].[Li+].[Al+3].CC(C[AlH]CC(C)C)C. Product: [Br:1][C:2]1[CH:3]=[C:4]([C:11]([C:14]2[CH:15]=[C:16]([CH2:17][OH:18])[CH:21]=[CH:22][CH:23]=2)([CH3:13])[CH3:12])[CH:5]=[C:6]([N+:8]([O-:10])=[O:9])[CH:7]=1. The catalyst class is: 1. (2) Reactant: [CH3:1][N:2]1[CH2:7][CH2:6][N:5]([C:8]2[C:16]3[C:11](=[CH:12][CH:13]=[C:14]([N+:17]([O-])=O)[CH:15]=3)[NH:10][N:9]=2)[CH2:4][CH2:3]1. Product: [CH3:1][N:2]1[CH2:7][CH2:6][N:5]([C:8]2[C:16]3[C:11](=[CH:12][CH:13]=[C:14]([NH2:17])[CH:15]=3)[NH:10][N:9]=2)[CH2:4][CH2:3]1. The catalyst class is: 19. (3) Reactant: [Br:1][C:2]1[C:3]([Cl:15])=[CH:4][C:5]([O:13][CH3:14])=[C:6]([CH2:8][CH2:9][C:10]([OH:12])=O)[CH:7]=1.[N:16]1([CH:22]2[CH2:25][N:24]([C:26]([O:28][C:29]([CH3:32])([CH3:31])[CH3:30])=[O:27])[CH2:23]2)[CH2:21][CH2:20][NH:19][CH2:18][CH2:17]1.F[P-](F)(F)(F)(F)F.N1(O[P+](N(C)C)(N(C)C)N(C)C)C2C=CC=CC=2N=N1.CCN(C(C)C)C(C)C. Product: [C:29]([O:28][C:26]([N:24]1[CH2:25][CH:22]([N:16]2[CH2:21][CH2:20][N:19]([C:10](=[O:12])[CH2:9][CH2:8][C:6]3[CH:7]=[C:2]([Br:1])[C:3]([Cl:15])=[CH:4][C:5]=3[O:13][CH3:14])[CH2:18][CH2:17]2)[CH2:23]1)=[O:27])([CH3:32])([CH3:30])[CH3:31]. The catalyst class is: 3. (4) Reactant: [NH2:1][C:2](=[O:20])[CH:3]([NH:10][C:11]1[CH:12]=[C:13](B(O)O)[CH:14]=[N:15][CH:16]=1)[C:4]1[CH:9]=[CH:8][CH:7]=[CH:6][CH:5]=1.Br[C:22]1[CH:23]=[C:24]2[C:28](=[CH:29][CH:30]=1)[NH:27][C:26](=[O:31])[CH2:25]2.C(=O)([O-])[O-].[K+].[K+]. Product: [O:31]=[C:26]1[CH2:25][C:24]2[C:28](=[CH:29][CH:30]=[C:22]([C:13]3[CH:12]=[C:11]([NH:10][CH:3]([C:4]4[CH:9]=[CH:8][CH:7]=[CH:6][CH:5]=4)[C:2]([NH2:1])=[O:20])[CH:16]=[N:15][CH:14]=3)[CH:23]=2)[NH:27]1. The catalyst class is: 108. (5) Reactant: C[O:2][C:3](=[O:19])[C:4]1[CH:9]=[CH:8][CH:7]=[CH:6][C:5]=1[NH:10][CH2:11][C:12]1[CH:17]=[CH:16][C:15](=[O:18])[NH:14][CH:13]=1.[OH-].[Na+]. Product: [O:18]=[C:15]1[NH:14][CH:13]=[C:12]([CH2:11][NH:10][C:5]2[CH:6]=[CH:7][CH:8]=[CH:9][C:4]=2[C:3]([OH:19])=[O:2])[CH:17]=[CH:16]1. The catalyst class is: 8. (6) Reactant: Cl.[CH2:2]([N:9]([CH2:16][CH:17]1[CH2:20][CH2:19][N:18]1C(OC(C)(C)C)=O)[CH:10]([CH3:15])[C:11]([O:13][CH3:14])=[O:12])[C:3]1[CH:8]=[CH:7][CH:6]=[CH:5][CH:4]=1. Product: [NH:18]1[CH2:19][CH2:20][CH:17]1[CH2:16][N:9]([CH2:2][C:3]1[CH:8]=[CH:7][CH:6]=[CH:5][CH:4]=1)[C@H:10]([C:11]([O:13][CH3:14])=[O:12])[CH3:15]. The catalyst class is: 12. (7) Reactant: [F:1][C:2]1[CH:3]=[CH:4][C:5]2[C:11](=[O:12])[N:10]3[CH2:13][C@H:14]([C:17](O)=[O:18])[CH2:15][CH2:16][C@H:9]3[CH2:8][CH2:7][C:6]=2[N:20]=1.S(Cl)([Cl:23])=O. Product: [F:1][C:2]1[CH:3]=[CH:4][C:5]2[C:11](=[O:12])[N:10]3[CH2:13][C@H:14]([C:17]([Cl:23])=[O:18])[CH2:15][CH2:16][C@H:9]3[CH2:8][CH2:7][C:6]=2[N:20]=1. The catalyst class is: 390. (8) Reactant: [Br:1][C:2]1[CH:7]=[CH:6][C:5]([N:8]=[C:9]=[O:10])=[CH:4][CH:3]=1.C(OC(=O)[NH:17][CH2:18][C:19]1[CH:24]=[CH:23][C:22]([NH2:25])=[CH:21][CH:20]=1)(C)(C)C. Product: [NH2:17][CH2:18][C:19]1[CH:24]=[CH:23][C:22]([NH:25][C:9]([NH:8][C:5]2[CH:6]=[CH:7][C:2]([Br:1])=[CH:3][CH:4]=2)=[O:10])=[CH:21][CH:20]=1. The catalyst class is: 4.